Binary Classification. Given a drug SMILES string, predict its activity (active/inactive) in a high-throughput screening assay against a specified biological target. From a dataset of M1 muscarinic receptor antagonist screen with 61,756 compounds. (1) The molecule is o1c(ccc1C)/C=N\c1ccc(N(C)C)cc1. The result is 0 (inactive). (2) The molecule is s1c(N2C(C(=C(O)C2=O)C(=O)c2oc(cc2)C)c2cc(OCC)ccc2)ncc1. The result is 0 (inactive). (3) The compound is O=C1/C(=C2\N=c3n([nH]cn3)C(C2)c2ccccc2)C=CC=C1. The result is 0 (inactive). (4) The molecule is O1CCN(CC1)C(Oc1c2c(c(OC(=O)N3CCOCC3)ccc2)ccc1)=O. The result is 0 (inactive). (5) The molecule is S(CC1OCCCC1)c1n(c(nn1)c1sccc1)c1ccccc1. The result is 0 (inactive).